This data is from CYP3A4 inhibition data for predicting drug metabolism from PubChem BioAssay. The task is: Regression/Classification. Given a drug SMILES string, predict its absorption, distribution, metabolism, or excretion properties. Task type varies by dataset: regression for continuous measurements (e.g., permeability, clearance, half-life) or binary classification for categorical outcomes (e.g., BBB penetration, CYP inhibition). Dataset: cyp3a4_veith. The compound is COc1ccc(/C=N/n2cnc3c([nH]c4ccc(Br)cc43)c2=O)cc1CN1CCOCC1. The result is 1 (inhibitor).